The task is: Predict the product of the given reaction.. This data is from Forward reaction prediction with 1.9M reactions from USPTO patents (1976-2016). (1) Given the reactants [C:1]([CH:3]([C:19]1[S:23][C:22]([C:24]2[CH:29]=[CH:28][CH:27]=[CH:26][N:25]=2)=[N:21][CH:20]=1)[N:4]1[CH2:9][CH2:8][CH:7]([CH2:10][NH:11]C(=O)OC(C)(C)C)[CH2:6][CH2:5]1)#[N:2].C([NH+](CC)CC)C.C(=O)([O-])[O-], predict the reaction product. The product is: [NH2:11][CH2:10][CH:7]1[CH2:6][CH2:5][N:4]([CH:3]([C:19]2[S:23][C:22]([C:24]3[CH:29]=[CH:28][CH:27]=[CH:26][N:25]=3)=[N:21][CH:20]=2)[C:1]#[N:2])[CH2:9][CH2:8]1. (2) Given the reactants [CH3:1][C:2]([N:6]1[CH:10]=[C:9]([N+:11]([O-:13])=[O:12])[N:8]=[CH:7]1)([CH3:5])[CH:3]=O.[NH:14]1[CH2:18][CH2:17][CH2:16][CH2:15]1, predict the reaction product. The product is: [CH3:1][C:2]([N:6]1[CH:10]=[C:9]([N+:11]([O-:13])=[O:12])[N:8]=[CH:7]1)([CH3:5])[CH2:3][N:14]1[CH2:18][CH2:17][CH2:16][CH2:15]1.